This data is from Caco-2 cell permeability data measuring drug intestinal absorption for ~900 compounds. The task is: Regression/Classification. Given a drug SMILES string, predict its absorption, distribution, metabolism, or excretion properties. Task type varies by dataset: regression for continuous measurements (e.g., permeability, clearance, half-life) or binary classification for categorical outcomes (e.g., BBB penetration, CYP inhibition). For this dataset (caco2_wang), we predict Y. (1) The molecule is CC(=O)NC[C@H]1CN(c2ccc(-c3ccc(C#N)nc3)c(F)c2)C(=O)O1. The Y is -4.38 log Papp (cm/s). (2) The molecule is CN(CC(=O)O)C(=O)CN. The Y is -4.90 log Papp (cm/s). (3) The compound is CN(C)CC/C=C1/c2ccccc2COc2ccc(CC(=O)O)cc21. The Y is -5.01 log Papp (cm/s). (4) The compound is CCN(CC)c1ccc2cc(C(=O)NC3(C(=O)N[C@H](Cc4ccccc4)C(=O)NCC4CCN(CC5CCOCC5)CC4)CCCC3)sc2c1. The Y is -5.00 log Papp (cm/s). (5) The molecule is CN1C(=O)CC(N2CCN(CC/C=C3/c4ccccc4CCc4ccc(CC(=O)O)cc43)CC2)N(C)C1=O. The Y is -4.83 log Papp (cm/s). (6) The molecule is COc1cc2nc(N3CCN(C(=O)c4occc4Cl)CC3)nc(N)c2cc1OC. The Y is -4.89 log Papp (cm/s). (7) The Y is -7.39 log Papp (cm/s). The compound is NCCCC[C@H](N[C@@H](CCc1ccccc1)C(=O)O)C(=O)N1CCC[C@H]1C(=O)O. (8) The compound is COc1ccc2c(O[C@@H]3C[C@H]4C(=O)N[C@]5(C(=O)NS(=O)(=O)C6CC6)C[C@H]5/C=C\CCCCN(C)C(=O)[C@@H]4C3)nc(-c3ccccc3)nc2c1. The Y is -4.89 log Papp (cm/s). (9) The molecule is CC[C@H]1OC(=O)[C@H](C)[C@@H](O[C@H]2C[C@@](C)(OC)[C@@H](O)[C@H](C)O2)[C@H](C)[C@@H](O[C@@H]2O[C@H](C)C[C@H](N(C)C)[C@H]2O)[C@](C)(OC)C[C@@H](C)C(=O)[C@H](C)[C@@H](O)[C@]1(C)O. The Y is -5.47 log Papp (cm/s).